Predict the reaction yield, written as a fraction of the theoretical maximum amount of product (1.0 means a 100% yield; for example, 0.34 means a 34% yield). From a dataset of Reaction yield outcomes from USPTO patents with 853,638 reactions. (1) The reactants are [CH2:1]([C:21]1[C:26]([OH:27])=[C:25]([CH3:28])[C:24]([CH3:29])=[C:23]([OH:30])[C:22]=1[CH3:31])/[CH:2]=[C:3](/[CH2:5][CH2:6][CH2:7][C@@H:8]([CH2:10][CH2:11][CH2:12][C@@H:13]([CH2:15][CH2:16][CH2:17][CH:18]([CH3:20])[CH3:19])[CH3:14])[CH3:9])\[CH3:4].[C:32]([O:35]C(=O)C)(=[O:34])[CH3:33]. The catalyst is N1C=CC=CC=1. The product is [C:32]([OH:35])(=[O:34])[CH3:33].[C:32]([OH:35])(=[O:34])[CH3:33].[CH2:1]([C:21]1[C:26]([OH:27])=[C:25]([CH3:28])[C:24]([CH3:29])=[C:23]([OH:30])[C:22]=1[CH3:31])/[CH:2]=[C:3](/[CH2:5][CH2:6][CH2:7][C@@H:8]([CH2:10][CH2:11][CH2:12][C@@H:13]([CH2:15][CH2:16][CH2:17][CH:18]([CH3:19])[CH3:20])[CH3:14])[CH3:9])\[CH3:4]. The yield is 0.950. (2) The reactants are [OH:1][CH2:2][CH2:3][O:4][C:5]1[CH:12]=[CH:11][C:8]([C:9]#[N:10])=[CH:7][C:6]=1[N+:13]([O-])=O. The catalyst is [Pd].C(O)C.O1CCCC1. The product is [NH2:13][C:6]1[CH:7]=[C:8]([CH:11]=[CH:12][C:5]=1[O:4][CH2:3][CH2:2][OH:1])[C:9]#[N:10]. The yield is 0.650. (3) The reactants are [CH3:1][O:2][C:3]([C:5]1[C:13]([NH:14][C:15]2[CH:20]=[CH:19][CH:18]=[CH:17][CH:16]=2)=[C:12]([F:21])[C:8]2[N:9]=[CH:10][NH:11][C:7]=2[CH:6]=1)=[O:4].C1COCC1.C1C(=O)N([I:34])C(=O)C1. The catalyst is CO. The product is [CH3:1][O:2][C:3]([C:5]1[C:13]([NH:14][C:15]2[CH:16]=[CH:17][C:18]([I:34])=[CH:19][CH:20]=2)=[C:12]([F:21])[C:8]2[N:9]=[CH:10][NH:11][C:7]=2[CH:6]=1)=[O:4]. The yield is 0.690. (4) The reactants are [CH2:1]([N:4]1[CH:8]=[CH:7][N:6]=[CH:5]1)[CH2:2][CH3:3].[Cl:9][CH2:10][CH:11]([OH:14])[CH2:12][OH:13]. The catalyst is CO. The product is [Cl-:9].[OH:14][CH:11]([CH2:12][OH:13])[CH2:10][N+:6]1[CH:7]=[CH:8][N:4]([CH2:1][CH2:2][CH3:3])[CH:5]=1. The yield is 0.950.